This data is from Full USPTO retrosynthesis dataset with 1.9M reactions from patents (1976-2016). The task is: Predict the reactants needed to synthesize the given product. (1) Given the product [CH:1]1([CH2:6][CH:7]([N:11]2[C:16](=[O:17])[CH:15]=[C:14]([O:18][C:19]3[CH:24]=[CH:23][CH:22]=[CH:21][C:20]=3[F:25])[CH:13]=[N:12]2)[C:8]([NH:26][C:27]2[CH:31]=[CH:30][N:29]([CH2:32][C:33]([OH:35])([CH3:36])[CH3:34])[N:28]=2)=[O:9])[CH2:2][CH2:3][CH2:4][CH2:5]1, predict the reactants needed to synthesize it. The reactants are: [CH:1]1([CH2:6][CH:7]([N:11]2[C:16](=[O:17])[CH:15]=[C:14]([O:18][C:19]3[CH:24]=[CH:23][CH:22]=[CH:21][C:20]=3[F:25])[CH:13]=[N:12]2)[C:8](O)=[O:9])[CH2:5][CH2:4][CH2:3][CH2:2]1.[NH2:26][C:27]1[CH:31]=[CH:30][N:29]([CH2:32][C:33]([CH3:36])([OH:35])[CH3:34])[N:28]=1. (2) Given the product [Cl:16][C:12]1[CH:11]=[C:10]([S:7]([N:5]2[CH:6]=[C:2]([CH:34]=[O:35])[CH:3]=[C:4]2[C:17]2[CH:22]=[CH:21][C:20]3[O:23][CH2:24][O:25][C:19]=3[CH:18]=2)(=[O:9])=[O:8])[CH:15]=[CH:14][CH:13]=1, predict the reactants needed to synthesize it. The reactants are: Br[C:2]1[CH:3]=[C:4]([C:17]2[CH:22]=[CH:21][C:20]3[O:23][CH2:24][O:25][C:19]=3[CH:18]=2)[N:5]([S:7]([C:10]2[CH:15]=[CH:14][CH:13]=[C:12]([Cl:16])[CH:11]=2)(=[O:9])=[O:8])[CH:6]=1.C([Li])(C)(C)C.CN([CH:34]=[O:35])C. (3) Given the product [CH3:9][S:10][C:11]1[CH:17]=[CH:16][C:14]([NH:15][C:1]([C:2]2[CH:7]=[CH:6][CH:5]=[CH:4][CH:3]=2)=[NH:8])=[CH:13][CH:12]=1, predict the reactants needed to synthesize it. The reactants are: [C:1](#[N:8])[C:2]1[CH:7]=[CH:6][CH:5]=[CH:4][CH:3]=1.[CH3:9][S:10][C:11]1[CH:17]=[CH:16][C:14]([NH2:15])=[CH:13][CH:12]=1. (4) Given the product [C:19]([C:15]1[CH:14]=[C:13]([N:23]2[CH:28]=[CH:27][C:26](=[O:29])[NH:25][C:24]2=[O:30])[CH:12]=[C:11]([C:9]2[CH:8]=[CH:7][C:5]3[N:6]=[C:2]([NH:1][CH2:35][CH2:34][CH3:36])[S:3][C:4]=3[CH:10]=2)[C:16]=1[O:17][CH3:18])([CH3:22])([CH3:21])[CH3:20], predict the reactants needed to synthesize it. The reactants are: [NH2:1][C:2]1[S:3][C:4]2[CH:10]=[C:9]([C:11]3[CH:12]=[C:13]([N:23]4[CH:28]=[CH:27][C:26](=[O:29])[NH:25][C:24]4=[O:30])[CH:14]=[C:15]([C:19]([CH3:22])([CH3:21])[CH3:20])[C:16]=3[O:17][CH3:18])[CH:8]=[CH:7][C:5]=2[N:6]=1.N(O[C:34](C)([CH3:36])[CH3:35])=O. (5) Given the product [Cl:1][C:2]1[N:3]=[C:4]([C:9]([NH:11][C@@H:12]2[CH2:17][CH2:16][N:15]([C:39]3[S:40][C:41]4[C:47]([C:48]([O:50][CH2:51][CH3:52])=[O:49])=[CH:46][CH:45]=[CH:44][C:42]=4[N:43]=3)[CH2:14][C@H:13]2[NH:25][CH:26]([CH2:29][CH3:30])[CH2:27][CH3:28])=[O:10])[NH:5][C:6]=1[CH2:7][CH3:8], predict the reactants needed to synthesize it. The reactants are: [Cl:1][C:2]1[N:3]=[C:4]([C:9]([NH:11][C@@H:12]2[CH2:17][CH2:16][N:15](C(OC(C)(C)C)=O)[CH2:14][C@H:13]2[NH:25][CH:26]([CH2:29][CH3:30])[CH2:27][CH3:28])=[O:10])[NH:5][C:6]=1[CH2:7][CH3:8].Cl.O1CCOCC1.Br[C:39]1[S:40][C:41]2[C:47]([C:48]([O:50][CH2:51][CH3:52])=[O:49])=[CH:46][CH:45]=[CH:44][C:42]=2[N:43]=1.C(=O)([O-])[O-].[Na+].[Na+]. (6) Given the product [C:1]([CH2:4][NH:5][C:6]([C:8]1[N:9]=[C:10]([N:13]2[CH2:16][CH:15]([S:17][C:18]3[C@H:19]([CH3:49])[C@@H:20]4[C@@H:37]([C@H:38]([OH:40])[CH3:39])[C:36](=[O:48])[N:21]4[C:22]=3[C:23]([O:25][CH2:26][C:27]3[CH:32]=[CH:31][C:30]([N+:33]([O-:35])=[O:34])=[CH:29][CH:28]=3)=[O:24])[CH2:14]2)[S:11][CH:12]=1)=[O:7])(=[O:3])[NH2:2], predict the reactants needed to synthesize it. The reactants are: [C:1]([CH2:4][NH:5][C:6]([C:8]1[N:9]=[C:10]([N:13]2[CH2:16][CH:15]([S:17][C:18]3[C@H:19]([CH3:49])[C@@H:20]4[C@@H:37]([C@H:38]([O:40][Si](C(C)(C)C)(C)C)[CH3:39])[C:36](=[O:48])[N:21]4[C:22]=3[C:23]([O:25][CH2:26][C:27]3[CH:32]=[CH:31][C:30]([N+:33]([O-:35])=[O:34])=[CH:29][CH:28]=3)=[O:24])[CH2:14]2)[S:11][CH:12]=1)=[O:7])(=[O:3])[NH2:2].C(O)(=O)C.[F-].C([N+](CCCC)(CCCC)CCCC)CCC.C(=O)([O-])O.[Na+].